This data is from Reaction yield outcomes from USPTO patents with 853,638 reactions. The task is: Predict the reaction yield, written as a fraction of the theoretical maximum amount of product (1.0 means a 100% yield; for example, 0.34 means a 34% yield). (1) The reactants are [Cl:1][C:2]1[CH:3]=[CH:4][C:5]([F:11])=[C:6]([CH:10]=1)[C:7](Cl)=[O:8].[CH2:12]([NH:19][C:20]([C:22]1[S:26][C:25]([NH2:27])=[N:24][C:23]=1[CH3:28])=[O:21])[C:13]1[CH:18]=[CH:17][CH:16]=[CH:15][CH:14]=1. No catalyst specified. The product is [CH2:12]([NH:19][C:20]([C:22]1[S:26][C:25]([NH:27][C:7](=[O:8])[C:6]2[CH:10]=[C:2]([Cl:1])[CH:3]=[CH:4][C:5]=2[F:11])=[N:24][C:23]=1[CH3:28])=[O:21])[C:13]1[CH:18]=[CH:17][CH:16]=[CH:15][CH:14]=1. The yield is 0.220. (2) The reactants are [OH-].[K+].[Br:3][C:4]1[CH:5]=[C:6]([O:12]C(=O)C)[CH:7]=[CH:8][C:9]=1[O:10][CH3:11]. The catalyst is O.CO. The product is [Br:3][C:4]1[CH:5]=[C:6]([OH:12])[CH:7]=[CH:8][C:9]=1[O:10][CH3:11]. The yield is 0.980. (3) The reactants are [S:1]1[CH:5]=[CH:4][CH:3]=[C:2]1[S:6]([NH:9][C:10]1[CH:11]=[CH:12][CH:13]=[C:14]2[C:18]=1[NH:17][C:16]([C:19]1[S:20][C:21]([CH2:24][N:25]3[CH2:30][CH2:29][N:28]([CH2:31][C:32]([O:34]CC)=[O:33])[CH2:27][CH2:26]3)=[CH:22][N:23]=1)=[CH:15]2)(=[O:8])=[O:7].[OH-].[Na+].C(O)(=O)CC(CC(O)=O)(C(O)=O)O.[Cl-].[Na+]. The catalyst is O1CCCC1.C(OCC)(=O)C.CO. The product is [S:1]1[CH:5]=[CH:4][CH:3]=[C:2]1[S:6]([NH:9][C:10]1[CH:11]=[CH:12][CH:13]=[C:14]2[C:18]=1[NH:17][C:16]([C:19]1[S:20][C:21]([CH2:24][N:25]3[CH2:30][CH2:29][N:28]([CH2:31][C:32]([OH:34])=[O:33])[CH2:27][CH2:26]3)=[CH:22][N:23]=1)=[CH:15]2)(=[O:7])=[O:8]. The yield is 0.760. (4) The reactants are FC(F)(F)C(O)=O.[NH2:8][C@@H:9]([CH2:13][C:14]1[CH:19]=[CH:18][C:17]([O:20][C:21]2[C:30]3[C:25](=[CH:26][CH:27]=[CH:28][CH:29]=3)[N:24]=[CH:23][CH:22]=2)=[CH:16][CH:15]=1)[C:10]([OH:12])=[O:11].Cl[C:32]1[C:41]([C:42]([OH:44])=[O:43])=[CH:40][C:39]2[C:34](=[CH:35][CH:36]=[C:37]([Cl:45])[CH:38]=2)[N:33]=1.C([O-])([O-])=O.[K+].[K+].Cl. The catalyst is CS(C)=O.O. The product is [N:24]1[C:25]2[C:30](=[CH:29][CH:28]=[CH:27][CH:26]=2)[C:21]([O:20][C:17]2[CH:18]=[CH:19][C:14]([CH2:13][C@H:9]([NH:8][C:32]3[C:41]([C:42]([OH:44])=[O:43])=[CH:40][C:39]4[C:34](=[CH:35][CH:36]=[C:37]([Cl:45])[CH:38]=4)[N:33]=3)[C:10]([OH:12])=[O:11])=[CH:15][CH:16]=2)=[CH:22][CH:23]=1. The yield is 0.410.